Dataset: Full USPTO retrosynthesis dataset with 1.9M reactions from patents (1976-2016). Task: Predict the reactants needed to synthesize the given product. (1) Given the product [CH2:16]([O:15][C:13](=[O:14])[CH2:12][NH:10][C:3]1[C:4]([CH3:9])=[CH:5][C:6]([CH3:8])=[CH:7][C:2]=1[CH3:1])[CH3:17], predict the reactants needed to synthesize it. The reactants are: [CH3:1][C:2]1[CH:7]=[C:6]([CH3:8])[CH:5]=[C:4]([CH3:9])[C:3]=1[NH2:10].Cl[CH2:12][C:13]([O:15][CH2:16][CH3:17])=[O:14].C(=O)([O-])[O-].[K+].[K+].[I-].[Na+]. (2) Given the product [F:17][C:15]1[C:14]([C:18]#[C:19][C:20]([OH:23])([CH3:21])[CH3:22])=[CH:13][C:12]2[C:6]3[N:7]([C:24]([C:25]([NH:35][CH2:34][CH:30]4[CH2:31][CH2:32][CH2:33][N:29]4[CH3:28])=[O:27])=[C:4]([C:1]([NH2:2])=[O:3])[N:5]=3)[CH2:8][CH2:9][O:10][C:11]=2[CH:16]=1, predict the reactants needed to synthesize it. The reactants are: [C:1]([C:4]1[N:5]=[C:6]2[C:12]3[CH:13]=[C:14]([C:18]#[C:19][C:20]([OH:23])([CH3:22])[CH3:21])[C:15]([F:17])=[CH:16][C:11]=3[O:10][CH2:9][CH2:8][N:7]2[C:24]=1[C:25]([OH:27])=O)(=[O:3])[NH2:2].[CH3:28][N:29]1[CH2:33][CH2:32][CH2:31][CH:30]1[CH2:34][NH2:35]. (3) Given the product [CH:30]([N:25]1[C:24]([C:18]2[N:17]=[C:16]3[N:20]([CH2:21][CH2:22][O:23][C:14]4[CH:13]=[C:12]([O:11][C:8]5([C:6]([OH:7])=[O:5])[CH2:9][CH2:10]5)[CH:34]=[CH:33][C:15]=43)[CH:19]=2)=[N:28][C:27]([CH3:29])=[N:26]1)([CH3:32])[CH3:31], predict the reactants needed to synthesize it. The reactants are: O.[OH-].[Li+].C[O:5][C:6]([C:8]1([O:11][C:12]2[CH:34]=[CH:33][C:15]3[C:16]4[N:20]([CH2:21][CH2:22][O:23][C:14]=3[CH:13]=2)[CH:19]=[C:18]([C:24]2[N:25]([CH:30]([CH3:32])[CH3:31])[N:26]=[C:27]([CH3:29])[N:28]=2)[N:17]=4)[CH2:10][CH2:9]1)=[O:7]. (4) Given the product [C:2]1([C:1]2[CH:25]=[CH:26][CH:21]=[CH:22][CH:23]=2)[CH:7]=[CH:6][CH:5]=[CH:4][C:3]=1[CH2:9][NH:10][C:11](=[O:20])[C@@H:12]1[CH2:16][CH2:15][C:14](=[O:17])[N:13]1[CH2:18][CH3:19], predict the reactants needed to synthesize it. The reactants are: [CH3:1][C:2]1[C:7](C)=[CH:6][CH:5]=[CH:4][C:3]=1[CH2:9][NH:10][C:11](=[O:20])[C@@H:12]1[CH2:16][CH2:15][C:14](=[O:17])[N:13]1[CH2:18][CH3:19].[C:21]1([C:21]2[CH:26]=[CH:25]C=[CH:23][CH:22]=2)[CH:26]=[CH:25]C=[CH:23][C:22]=1CN. (5) Given the product [NH2:18][CH:15]1[C:16]2[CH:17]=[C:8]([O:7][CH2:6][C:5]3[CH:4]=[C:3]([CH:28]=[CH:27][CH:26]=3)[C:1]#[N:2])[CH:9]=[CH:10][C:11]=2[CH2:12][CH2:13][CH2:14]1.[ClH:29], predict the reactants needed to synthesize it. The reactants are: [C:1]([C:3]1[CH:4]=[C:5]([CH:26]=[CH:27][CH:28]=1)[CH2:6][O:7][C:8]1[CH:17]=[C:16]2[C:11]([CH2:12][CH2:13][CH2:14][CH:15]2[NH:18]C(=O)OC(C)(C)C)=[CH:10][CH:9]=1)#[N:2].[ClH:29]. (6) Given the product [CH2:1]([O:8][C:9]([N:11]1[C:19]2[C:14](=[CH:15][CH:16]=[CH:17][CH:18]=2)[C:13]([CH2:20][C:21](=[O:23])[CH2:25][Cl:27])=[CH:12]1)=[O:10])[C:2]1[CH:3]=[CH:4][CH:5]=[CH:6][CH:7]=1, predict the reactants needed to synthesize it. The reactants are: [CH2:1]([O:8][C:9]([N:11]1[C:19]2[C:14](=[CH:15][CH:16]=[CH:17][CH:18]=2)[C:13]([CH2:20][C:21]([OH:23])=O)=[CH:12]1)=[O:10])[C:2]1[CH:7]=[CH:6][CH:5]=[CH:4][CH:3]=1.C(Cl)(=O)[C:25]([Cl:27])=O.[N+](=C)=[N-].Cl. (7) Given the product [I:5][C:6]1[CH:11]=[CH:10][C:9]([N:12]=[C:13]2[NH:4][CH2:3][C:2]3([CH2:8][CH2:7][CH2:6][CH2:11]3)[S:14]2)=[C:8]([CH2:15][CH2:16][CH3:17])[CH:7]=1, predict the reactants needed to synthesize it. The reactants are: Cl[CH2:2][CH2:3][NH2:4].[I:5][C:6]1[CH:11]=[CH:10][C:9]([N:12]=[C:13]=[S:14])=[C:8]([CH2:15][CH2:16][CH3:17])[CH:7]=1. (8) Given the product [Cl:25][C:21]1[CH:20]=[C:19]([CH:24]=[CH:23][CH:22]=1)[CH2:18][O:17][C:14]1[CH:15]=[CH:16][C:11]([C:10]([C:8]2[CH:7]=[CH:6][C:5]([S:37][C:34]3[CH:35]=[CH:36][C:31]([O:30][CH3:29])=[CH:32][CH:33]=3)=[C:4]([CH:9]=2)[C:3]([OH:2])=[O:28])=[O:26])=[N:12][CH:13]=1, predict the reactants needed to synthesize it. The reactants are: C[O:2][C:3](=[O:28])[C:4]1[CH:9]=[C:8]([C:10](=[O:26])[C:11]2[CH:16]=[CH:15][C:14]([O:17][CH2:18][C:19]3[CH:24]=[CH:23][CH:22]=[C:21]([Cl:25])[CH:20]=3)=[CH:13][N:12]=2)[CH:7]=[CH:6][C:5]=1F.[CH3:29][O:30][C:31]1[CH:36]=[CH:35][C:34]([SH:37])=[CH:33][CH:32]=1.